From a dataset of Full USPTO retrosynthesis dataset with 1.9M reactions from patents (1976-2016). Predict the reactants needed to synthesize the given product. (1) Given the product [C:30]([NH:29][C:25]1[CH:24]=[C:23]([N:15]([CH2:16][CH:17]2[CH2:18][CH2:19][CH2:20][CH2:21][CH2:22]2)[C:13](=[O:14])[NH:12][C:10]2[S:11][C:7]([S:6][CH2:5][C:4]([OH:33])=[O:3])=[CH:8][N:9]=2)[CH:28]=[CH:27][CH:26]=1)(=[O:32])[CH3:31], predict the reactants needed to synthesize it. The reactants are: C([O:3][C:4](=[O:33])[CH2:5][S:6][C:7]1[S:11][C:10]([NH:12][C:13]([N:15]([C:23]2[CH:28]=[CH:27][CH:26]=[C:25]([NH:29][C:30](=[O:32])[CH3:31])[CH:24]=2)[CH2:16][CH:17]2[CH2:22][CH2:21][CH2:20][CH2:19][CH2:18]2)=[O:14])=[N:9][CH:8]=1)C.C1(CN(C2C=CC(F)=C(F)C=2)C(=O)NC2SC=C(CC(O)=O)N=2)CCCC1.NC1C=C(NC(=O)C)C=CC=1.C(OC(=O)CSC1SC(N)=NC=1)C. (2) Given the product [Cl:1][C:2]1[N:7]=[C:6]([NH:16][CH2:15][CH2:14][NH:13][C:10](=[O:12])[CH3:11])[C:5]([CH3:9])=[CH:4][N:3]=1, predict the reactants needed to synthesize it. The reactants are: [Cl:1][C:2]1[N:7]=[C:6](Cl)[C:5]([CH3:9])=[CH:4][N:3]=1.[C:10]([NH:13][CH2:14][CH2:15][NH2:16])(=[O:12])[CH3:11].C(N(C(C)C)C(C)C)C. (3) Given the product [CH3:5][O:6][C:7]1[N:12]=[CH:11][C:10]([CH2:13][NH:15][C:16]2[CH:35]=[CH:34][CH:33]=[CH:32][C:17]=2[C:18]([NH:20][C:21]2[CH:26]=[CH:25][C:24]([Br:27])=[C:23]([C:28]([F:31])([F:29])[F:30])[CH:22]=2)=[O:19])=[CH:9][CH:8]=1, predict the reactants needed to synthesize it. The reactants are: C([BH3-])#N.[Na+].[CH3:5][O:6][C:7]1[N:12]=[CH:11][C:10]([CH:13]=O)=[CH:9][CH:8]=1.[NH2:15][C:16]1[CH:35]=[CH:34][CH:33]=[CH:32][C:17]=1[C:18]([NH:20][C:21]1[CH:26]=[CH:25][C:24]([Br:27])=[C:23]([C:28]([F:31])([F:30])[F:29])[CH:22]=1)=[O:19].C(=O)([O-])O.[Na+]. (4) Given the product [C:24]([C:23]1[CH:22]=[CH:21][C:20]([N:19]2[C:15]([C:12]3[C:13](=[O:14])[N:8]([CH2:7][CH2:6][CH2:5][CH2:4][CH2:3][NH:2][C:47](=[O:49])[CH3:48])[C:9](=[O:39])[N:10]([C:29]4[CH:34]=[CH:33][CH:32]=[C:31]([C:35]([F:36])([F:38])[F:37])[CH:30]=4)[C:11]=3[CH3:28])=[CH:16][CH:17]=[N:18]2)=[CH:27][CH:26]=1)#[N:25], predict the reactants needed to synthesize it. The reactants are: Cl.[NH2:2][CH2:3][CH2:4][CH2:5][CH2:6][CH2:7][N:8]1[C:13](=[O:14])[C:12]([C:15]2[N:19]([C:20]3[CH:27]=[CH:26][C:23]([C:24]#[N:25])=[CH:22][CH:21]=3)[N:18]=[CH:17][CH:16]=2)=[C:11]([CH3:28])[N:10]([C:29]2[CH:34]=[CH:33][CH:32]=[C:31]([C:35]([F:38])([F:37])[F:36])[CH:30]=2)[C:9]1=[O:39].C(N(CC)CC)C.[C:47](Cl)(=[O:49])[CH3:48].C(=O)([O-])O.[Na+]. (5) Given the product [CH2:1]([O:3][C:4]1[C:13]([CH2:14][CH3:15])=[CH:12][CH:11]=[C:10]([NH:16][S:17]([C:20]2[CH:25]=[CH:24][C:23]([F:26])=[CH:22][CH:21]=2)(=[O:18])=[O:19])[C:5]=1[C:6]([O:8][CH3:9])=[O:7])[CH3:2], predict the reactants needed to synthesize it. The reactants are: [CH2:1]([O:3][C:4]1[C:13]([CH:14]=[CH2:15])=[CH:12][CH:11]=[C:10]([NH:16][S:17]([C:20]2[CH:25]=[CH:24][C:23]([F:26])=[CH:22][CH:21]=2)(=[O:19])=[O:18])[C:5]=1[C:6]([O:8][CH3:9])=[O:7])[CH3:2]. (6) Given the product [NH2:1][C:2]1[C:7]([C:8]([C:10]2[CH:11]=[CH:12][CH:13]=[CH:14][CH:15]=2)=[O:9])=[CH:6][N:5]=[C:4]([NH:36][CH:33]2[CH2:34][CH2:35][N:30]([S:27]([CH3:26])(=[O:29])=[O:28])[CH2:31][CH2:32]2)[N:3]=1, predict the reactants needed to synthesize it. The reactants are: [NH2:1][C:2]1[C:7]([C:8]([C:10]2[CH:15]=[CH:14][CH:13]=[CH:12][CH:11]=2)=[O:9])=[CH:6][N:5]=[C:4](S(C)=O)[N:3]=1.FC(F)(F)C(O)=O.[CH3:26][S:27]([N:30]1[CH2:35][CH2:34][CH:33]([NH2:36])[CH2:32][CH2:31]1)(=[O:29])=[O:28].C(N(CC)CC)C.